Binary Classification. Given a miRNA mature sequence and a target amino acid sequence, predict their likelihood of interaction. From a dataset of Experimentally validated miRNA-target interactions with 360,000+ pairs, plus equal number of negative samples. (1) The miRNA is hsa-miR-126-5p with sequence CAUUAUUACUUUUGGUACGCG. The protein sequence of the target gene is MKGSRIELGDVTPHNIKQLKRLNQVIFPVSYNDKFYKDVLEVGELAKLAYFNDIAVGAVCCRVDHSQNQKRLYIMTLGCLAPYRRLGIGTKMLNHVLNICEKDGTFDNIYLHVQISNESAIDFYRKFGFEIIETKKNYYKRIEPADAHVLQKNLKVPSGQNADVQKTDN. Result: 1 (interaction). (2) The miRNA is hsa-miR-504-3p with sequence GGGAGUGCAGGGCAGGGUUUC. The protein sequence of the target gene is MASVSSATFSGHGARSLLQFLRLVGQLKRVPRTGWVYRNVQRPESVSDHMYRMAVMAMVIKDDRLNKDRCVRLALVHDMAECIVGDIAPADNIPKEEKHRREEEAMKQITQLLPEDLRKELYELWEEYETQSSAEAKFVKQLDQCEMILQASEYEDLEHKPGRLQDFYDSTAGKFNHPEIVQLVSELEAERSTNIAAAASEPHS. Result: 1 (interaction). (3) The protein sequence of the target gene is MFYSGLLTEGGRKETDMREAASLRQQRRMKQAVQFIHKDSADLLPLDGLKKLGSSKDMQPHNILQRRLMETNLSKLRSGPRVPWASKTNKLNQAKSEGLKKSEEDDMILVSCQCAGKDVKALVDTGCLYNLISLACVDRLGLKEHVKSHKHEGEKLSLPRHLKVVGQIEHLVITLGSLRLDCPAAVVDDNEKNLSLGLQTLRSLKCIINLDKHRLIMGKTDKEEIPFVETVSLNEDNTSEA. The miRNA is hsa-miR-7160-5p with sequence UGCUGAGGUCCGGGCUGUGCC. Result: 1 (interaction). (4) The miRNA is hsa-miR-19b-1-5p with sequence AGUUUUGCAGGUUUGCAUCCAGC. Result: 1 (interaction). The protein sequence of the target gene is MVNVLKGVLIECDPAMKQFLLYLDESNALGKKFIIQDIDDTHVFVIAELVNVLQERVGELMDQNAFSLTQK. (5) The miRNA is ath-miR163 with sequence UUGAAGAGGACUUGGAACUUCGAU. The protein sequence of the target gene is MKRELLCVLLLCGLAFPLPDQGIHGRFRRGARSYRATCRDEPTQTTYQQHQSWLRPMLRSSRVEYCRCNSGLVQCHSVPVRSCSEPRCFNGGTCQQALYFSDFVCQCPDGFVGKRCDIDTRATCFEEQGITYRGTWSTAESGAECINWNSSVLSLKPYNARRPNAIKLGLGNHNYCRNPDRDLKPWCYVFKAGKYTTEFCSTPACPKGKSEDCYVGKGVTYRGTHSLTTSQASCLPWNSIVLMGKSYTAWRTNSQALGLGRHNYCRNPDGDARPWCHVMKDRKLTWEYCDMSPCSTCGLR.... Result: 0 (no interaction).